This data is from NCI-60 drug combinations with 297,098 pairs across 59 cell lines. The task is: Regression. Given two drug SMILES strings and cell line genomic features, predict the synergy score measuring deviation from expected non-interaction effect. (1) Cell line: NCI/ADR-RES. Synergy scores: CSS=27.2, Synergy_ZIP=-5.35, Synergy_Bliss=3.46, Synergy_Loewe=1.91, Synergy_HSA=1.93. Drug 2: C1CN(CCN1C(=O)CCBr)C(=O)CCBr. Drug 1: C1=CC(=CC=C1C#N)C(C2=CC=C(C=C2)C#N)N3C=NC=N3. (2) Synergy scores: CSS=29.9, Synergy_ZIP=-0.0459, Synergy_Bliss=-0.437, Synergy_Loewe=0.239, Synergy_HSA=-0.433. Cell line: TK-10. Drug 1: C1C(C(OC1N2C=C(C(=O)NC2=O)F)CO)O. Drug 2: CC12CCC3C(C1CCC2OP(=O)(O)O)CCC4=C3C=CC(=C4)OC(=O)N(CCCl)CCCl.[Na+]. (3) Drug 1: CC12CCC(CC1=CCC3C2CCC4(C3CC=C4C5=CN=CC=C5)C)O. Drug 2: CN(CCCl)CCCl.Cl. Cell line: ACHN. Synergy scores: CSS=25.6, Synergy_ZIP=2.80, Synergy_Bliss=2.67, Synergy_Loewe=-10.6, Synergy_HSA=2.64. (4) Drug 1: C1CC(CCC1OC2=C(C(=CC=C2)Cl)F)(CC3=NC(=CC=C3)NC4=NC=CS4)C(=O)O. Drug 2: CC1CC(C(C(C=C(C(C(C=CC=C(C(=O)NC2=CC(=O)C(=C(C1)C2=O)OC)C)OC)OC(=O)N)C)C)O)OC. Cell line: T-47D. Synergy scores: CSS=19.1, Synergy_ZIP=7.49, Synergy_Bliss=10.7, Synergy_Loewe=11.0, Synergy_HSA=12.8. (5) Drug 2: CC12CCC3C(C1CCC2OP(=O)(O)O)CCC4=C3C=CC(=C4)OC(=O)N(CCCl)CCCl.[Na+]. Drug 1: CC1=C(C=C(C=C1)C(=O)NC2=CC(=CC(=C2)C(F)(F)F)N3C=C(N=C3)C)NC4=NC=CC(=N4)C5=CN=CC=C5. Cell line: OVCAR3. Synergy scores: CSS=6.22, Synergy_ZIP=0.334, Synergy_Bliss=-0.962, Synergy_Loewe=-8.67, Synergy_HSA=-10.6. (6) Drug 1: C1CCC(C1)C(CC#N)N2C=C(C=N2)C3=C4C=CNC4=NC=N3. Drug 2: CC12CCC3C(C1CCC2O)C(CC4=C3C=CC(=C4)O)CCCCCCCCCS(=O)CCCC(C(F)(F)F)(F)F. Cell line: SF-539. Synergy scores: CSS=7.59, Synergy_ZIP=-1.18, Synergy_Bliss=1.28, Synergy_Loewe=2.61, Synergy_HSA=2.18.